From a dataset of Reaction yield outcomes from USPTO patents with 853,638 reactions. Predict the reaction yield, written as a fraction of the theoretical maximum amount of product (1.0 means a 100% yield; for example, 0.34 means a 34% yield). The reactants are [NH2:1][C:2]1[C:11]([C:12]2[S:13][C:14]3[CH:20]=[CH:19][C:18]([NH:21][C:22]([NH:24][C:25]4[CH:30]=[CH:29][CH:28]=[C:27]([CH3:31])[CH:26]=4)=[O:23])=[CH:17][C:15]=3[CH:16]=2)=[CH:10][C:5]([C:6]([O:8]C)=[O:7])=[CH:4][N:3]=1.[OH-].[K+]. The catalyst is CO.O. The product is [NH2:1][C:2]1[C:11]([C:12]2[S:13][C:14]3[CH:20]=[CH:19][C:18]([NH:21][C:22]([NH:24][C:25]4[CH:30]=[CH:29][CH:28]=[C:27]([CH3:31])[CH:26]=4)=[O:23])=[CH:17][C:15]=3[CH:16]=2)=[CH:10][C:5]([C:6]([OH:8])=[O:7])=[CH:4][N:3]=1. The yield is 1.00.